Dataset: Reaction yield outcomes from USPTO patents with 853,638 reactions. Task: Predict the reaction yield, written as a fraction of the theoretical maximum amount of product (1.0 means a 100% yield; for example, 0.34 means a 34% yield). (1) The reactants are [C:1](OCC)(=[O:3])[CH3:2].[H-].[Na+].[CH3:9][O:10][C:11]1[CH:16]=[CH:15][C:14]([C:17](=[O:19])[CH3:18])=[CH:13][CH:12]=1.S(=O)(=O)(O)O. The catalyst is C1COCC1.C(O)C.C1OCCOCCOCCOCCOCCOC1. The product is [CH3:9][O:10][C:11]1[CH:16]=[CH:15][C:14]([C:17](=[O:19])[CH2:18][C:1](=[O:3])[CH3:2])=[CH:13][CH:12]=1. The yield is 0.300. (2) The reactants are CC1C=CC(S(O[CH2:12][CH:13]2[CH2:22][CH2:21][C:20]3[C:15](=[C:16]([C:23]4[CH:28]=[CH:27][CH:26]=[CH:25][C:24]=4[Cl:29])[CH:17]=[CH:18][CH:19]=3)[O:14]2)(=O)=O)=CC=1.[N-:30]=[N+:31]=[N-:32].[Na+]. The catalyst is CS(C)=O.C(OCC)C. The product is [N:30]([CH2:12][CH:13]1[CH2:22][CH2:21][C:20]2[C:15](=[C:16]([C:23]3[CH:28]=[CH:27][CH:26]=[CH:25][C:24]=3[Cl:29])[CH:17]=[CH:18][CH:19]=2)[O:14]1)=[N+:31]=[N-:32]. The yield is 0.820.